This data is from Catalyst prediction with 721,799 reactions and 888 catalyst types from USPTO. The task is: Predict which catalyst facilitates the given reaction. (1) Reactant: [N+:1]([C:4]1[CH:5]=[C:6]([C:13]([NH:15][C@H:16]([C:20]2[CH:25]=[CH:24][CH:23]=[CH:22][CH:21]=2)[C:17]([OH:19])=[O:18])=[O:14])[CH:7]=[C:8]([N+:10]([O-:12])=[O:11])[CH:9]=1)([O-:3])=[O:2].[Br:26][C:27]1[C:35]2[O:34][CH2:33][CH:32]([NH2:36])[C:31]=2[CH:30]=[CH:29][CH:28]=1. Product: [N+:1]([C:4]1[CH:5]=[C:6]([C:13]([NH:15][C@H:16]([C:20]2[CH:25]=[CH:24][CH:23]=[CH:22][CH:21]=2)[C:17]([O-:19])=[O:18])=[O:14])[CH:7]=[C:8]([N+:10]([O-:12])=[O:11])[CH:9]=1)([O-:3])=[O:2].[Br:26][C:27]1[C:35]2[O:34][CH2:33][C@@H:32]([NH3+:36])[C:31]=2[CH:30]=[CH:29][CH:28]=1. The catalyst class is: 382. (2) Reactant: [CH3:1][O:2][CH2:3][CH2:4][O:5][C:6]1[CH:11]=[CH:10][C:9](/[CH:12]=[CH:13]/[C:14]([NH:16][S:17]([CH2:20][CH2:21][CH2:22][CH2:23][CH3:24])(=[O:19])=[O:18])=[O:15])=[C:8]([O:25][CH2:26][CH:27]2[CH2:31][CH2:30][CH2:29][O:28]2)[CH:7]=1. Product: [CH3:1][O:2][CH2:3][CH2:4][O:5][C:6]1[CH:11]=[CH:10][C:9]([CH2:12][CH2:13][C:14]([NH:16][S:17]([CH2:20][CH2:21][CH2:22][CH2:23][CH3:24])(=[O:19])=[O:18])=[O:15])=[C:8]([O:25][CH2:26][CH:27]2[CH2:31][CH2:30][CH2:29][O:28]2)[CH:7]=1. The catalyst class is: 129. (3) Reactant: FC1C=CC=CC=1C(Cl)=O.[CH3:11][O:12][C:13]1[CH:14]=[C:15]2[C:20](=[CH:21][C:22]=1[O:23][CH3:24])[N:19]=[CH:18][N:17]=[C:16]2[O:25][C:26]1[CH:32]=[CH:31][C:29]([NH2:30])=[CH:28][CH:27]=1.[F:33][C:34]1[CH:39]=[CH:38][CH:37]=[CH:36][C:35]=1[C:40]([N:42]=[C:43]=[S:44])=[O:41]. Product: [F:33][C:34]1[CH:39]=[CH:38][CH:37]=[CH:36][C:35]=1[C:40]([N:42]=[C:43]=[S:44])=[O:41].[CH3:11][O:12][C:13]1[CH:14]=[C:15]2[C:20](=[CH:21][C:22]=1[O:23][CH3:24])[N:19]=[CH:18][N:17]=[C:16]2[O:25][C:26]1[CH:32]=[CH:31][C:29]([NH:30][C:43]([NH:42][C:40](=[O:41])[C:35]2[CH:36]=[CH:37][CH:38]=[CH:39][C:34]=2[F:33])=[S:44])=[CH:28][CH:27]=1. The catalyst class is: 234. (4) Reactant: C1(N([C@H]2CC[C@H](OC)CC2)[C:7](=[O:19])[NH:8][C:9]2[S:10][C:11]([S:14][CH2:15][C:16]([OH:18])=[O:17])=[CH:12][N:13]=2)CCCC1.[CH:28]1([NH:34][C@H:35]2[CH2:40][CH2:39][C@@H:38]([O:41][CH2:42][CH2:43][CH3:44])[CH2:37][CH2:36]2)[CH2:33][CH2:32][CH2:31][CH2:30][CH2:29]1. Product: [CH:28]1([N:34]([C@H:35]2[CH2:40][CH2:39][C@@H:38]([O:41][CH2:42][CH2:43][CH3:44])[CH2:37][CH2:36]2)[C:7](=[O:19])[NH:8][C:9]2[S:10][C:11]([S:14][CH2:15][C:16]([OH:18])=[O:17])=[CH:12][N:13]=2)[CH2:29][CH2:30][CH2:31][CH2:32][CH2:33]1. The catalyst class is: 413. (5) Reactant: [BrH:1].CC(O)=O.C(O[C@@H:10]1[O:27][C@H:26]([CH2:28][O:29][C:30](=[O:32])[CH3:31])[C@H:21]([O:22][C:23](=[O:25])[CH3:24])[C@H:16]([O:17][C:18](=[O:20])[CH3:19])[C@H:11]1[O:12][C:13](=[O:15])[CH3:14])(=O)C. Product: [C:13]([O:12][C@@H:11]1[C@@H:16]([O:17][C:18](=[O:20])[CH3:19])[C@@H:21]([O:22][C:23](=[O:25])[CH3:24])[C@@H:26]([CH2:28][O:29][C:30](=[O:32])[CH3:31])[O:27][C@@H:10]1[Br:1])(=[O:15])[CH3:14]. The catalyst class is: 2. (6) Reactant: [CH3:1][N:2]([CH3:25])[CH2:3][CH2:4][CH2:5][N-:6][CH2:7][CH2:8][CH2:9][CH2:10][CH2:11][CH2:12][CH2:13][CH2:14][CH2:15][CH2:16][CH2:17][CH2:18][CH2:19][CH2:20][CH2:21][CH2:22][CH2:23][CH3:24].[OH-:26].[Na+].[CH2:28]1[CH2:34][S:31](=[O:33])(=[O:32])[O:30][CH2:29]1. Product: [CH3:25][N+:2]([CH2:3][CH2:4][CH2:5][NH:6][C:7](=[O:26])[CH2:8][CH2:9][CH2:10][CH2:11][CH2:12][CH2:13][CH2:14][CH2:15][CH2:16][CH2:17][CH2:18][CH2:19][CH2:20][CH2:21][CH2:22][CH2:23][CH3:24])([CH2:29][CH2:28][CH2:34][S:31]([O-:30])(=[O:33])=[O:32])[CH3:1]. The catalyst class is: 68. (7) Reactant: [CH3:1][C:2]1[N:7]=[C:6]([OH:8])[CH:5]=[C:4]([OH:9])[N:3]=1.[Cl-].[Cl:11][CH:12]=[N+:13]([CH3:15])[CH3:14]. Product: [Cl-:11].[OH:9][C:4]1[C:5]([CH:12]=[N+:13]([CH3:15])[CH3:14])=[C:6]([OH:8])[N:7]=[C:2]([CH3:1])[N:3]=1. The catalyst class is: 22.